Task: Regression. Given two drug SMILES strings and cell line genomic features, predict the synergy score measuring deviation from expected non-interaction effect.. Dataset: Merck oncology drug combination screen with 23,052 pairs across 39 cell lines (1) Drug 1: COC12C(COC(N)=O)C3=C(C(=O)C(C)=C(N)C3=O)N1CC1NC12. Drug 2: CS(=O)(=O)CCNCc1ccc(-c2ccc3ncnc(Nc4ccc(OCc5cccc(F)c5)c(Cl)c4)c3c2)o1. Cell line: ES2. Synergy scores: synergy=2.78. (2) Drug 1: CC(=O)OC1C(=O)C2(C)C(O)CC3OCC3(OC(C)=O)C2C(OC(=O)c2ccccc2)C2(O)CC(OC(=O)C(O)C(NC(=O)c3ccccc3)c3ccccc3)C(C)=C1C2(C)C. Drug 2: O=C(NOCC(O)CO)c1ccc(F)c(F)c1Nc1ccc(I)cc1F. Cell line: OVCAR3. Synergy scores: synergy=2.22.